Dataset: NCI-60 drug combinations with 297,098 pairs across 59 cell lines. Task: Regression. Given two drug SMILES strings and cell line genomic features, predict the synergy score measuring deviation from expected non-interaction effect. Drug 1: C1CN1C2=NC(=NC(=N2)N3CC3)N4CC4. Drug 2: B(C(CC(C)C)NC(=O)C(CC1=CC=CC=C1)NC(=O)C2=NC=CN=C2)(O)O. Cell line: CCRF-CEM. Synergy scores: CSS=90.7, Synergy_ZIP=1.12, Synergy_Bliss=0.894, Synergy_Loewe=-0.0697, Synergy_HSA=2.34.